From a dataset of Forward reaction prediction with 1.9M reactions from USPTO patents (1976-2016). Predict the product of the given reaction. (1) Given the reactants [N:1]([CH2:4][CH2:5][O:6][CH2:7][CH:8]1[CH2:12][O:11]C(C)(C)[O:9]1)=[N+:2]=[N-:3].C1(C)C=CC(S([O-])(=O)=O)=CC=1.[NH+]1C=CC=CC=1.C(=O)([O-])O.[Na+], predict the reaction product. The product is: [N:1]([CH2:4][CH2:5][O:6][CH2:7][CH:8]([OH:9])[CH2:12][OH:11])=[N+:2]=[N-:3]. (2) Given the reactants [C:1]([O:5][C:6]([NH:8][C:9]1([C:21]([OH:23])=O)[CH2:14][O:13][CH:12]([C:15]2[CH:20]=[CH:19][CH:18]=[CH:17][CH:16]=2)[O:11][CH2:10]1)=[O:7])([CH3:4])([CH3:3])[CH3:2].[Br:24][C:25]1[CH:31]=[CH:30][C:28]([NH2:29])=[CH:27][CH:26]=1.CCOC1N(C(OCC)=O)C2C(=CC=CC=2)C=C1.C(N(CC)CC)C, predict the reaction product. The product is: [C:1]([O:5][C:6](=[O:7])[NH:8][C:9]1([C:21](=[O:23])[NH:29][C:28]2[CH:30]=[CH:31][C:25]([Br:24])=[CH:26][CH:27]=2)[CH2:10][O:11][CH:12]([C:15]2[CH:20]=[CH:19][CH:18]=[CH:17][CH:16]=2)[O:13][CH2:14]1)([CH3:3])([CH3:2])[CH3:4]. (3) Given the reactants [OH:1][CH2:2][C:3]1([CH2:6][OH:7])[CH2:5][CH2:4]1.C(N(CC)CC)C.[S:15](Cl)(Cl)=[O:16], predict the reaction product. The product is: [CH2:5]1[C:3]2([CH2:6][O:7][S:15](=[O:16])[O:1][CH2:2]2)[CH2:4]1.